From a dataset of Catalyst prediction with 721,799 reactions and 888 catalyst types from USPTO. Predict which catalyst facilitates the given reaction. (1) Reactant: Cl.[Br:2][C:3]1[CH:15]=[CH:14][C:13]([O:16]C)=[CH:12][C:4]=1[CH2:5][CH:6]1[CH2:11][CH2:10][NH:9][CH2:8][CH2:7]1. Product: [Br:2][C:3]1[CH:15]=[CH:14][C:13]([OH:16])=[CH:12][C:4]=1[CH2:5][CH:6]1[CH2:7][CH2:8][NH:9][CH2:10][CH2:11]1. The catalyst class is: 74. (2) Reactant: [Cl:1][C:2]1[CH:7]=[CH:6][CH:5]=[C:4]([Cl:8])[C:3]=1[CH2:9][S:10]([C:13]1[CH:14]=[C:15]2[C:19](=[CH:20][CH:21]=1)[NH:18][C:17](=[O:22])/[C:16]/2=[CH:23]\[C:24]1[NH:28][C:27]([CH3:29])=[C:26]([CH2:30][C:31]([NH:33][CH2:34][CH2:35][N:36]2[CH2:41][CH2:40][NH:39][CH2:38][CH2:37]2)=[O:32])[C:25]=1[CH3:42])(=[O:12])=[O:11].[C:43]([O:46][CH2:47][C:48](Cl)=[O:49])(=[O:45])[CH3:44]. Product: [Cl:8][C:4]1[CH:5]=[CH:6][CH:7]=[C:2]([Cl:1])[C:3]=1[CH2:9][S:10]([C:13]1[CH:14]=[C:15]2[C:19](=[CH:20][CH:21]=1)[NH:18][C:17](=[O:22])/[C:16]/2=[CH:23]\[C:24]1[NH:28][C:27]([CH3:29])=[C:26]([CH2:30][C:31]([NH:33][CH2:34][CH2:35][N:36]2[CH2:37][CH2:38][N:39]([C:48](=[O:49])[CH2:47][O:46][C:43](=[O:45])[CH3:44])[CH2:40][CH2:41]2)=[O:32])[C:25]=1[CH3:42])(=[O:12])=[O:11]. The catalyst class is: 2. (3) Reactant: [Cl:1][C:2]1[C:11]2[C:6](=[C:7]([OH:12])[CH:8]=[CH:9][CH:10]=2)[N:5]=[CH:4][N:3]=1.C1(P(C2C=CC=CC=2)C2C=CC=CC=2)C=CC=CC=1.O[CH2:33][CH2:34][N:35]1[CH2:40][CH2:39][O:38][CH2:37][CH2:36]1.N(C(OCC)=O)=NC(OCC)=O. Product: [Cl:1][C:2]1[C:11]2[C:6](=[C:7]([O:12][CH2:33][CH2:34][N:35]3[CH2:40][CH2:39][O:38][CH2:37][CH2:36]3)[CH:8]=[CH:9][CH:10]=2)[N:5]=[CH:4][N:3]=1. The catalyst class is: 7. (4) Product: [O:13]1[C:12]2([CH2:17][CH2:18][C:9]([C:4]3[C:3]([C:2]([F:20])([F:1])[F:21])=[CH:8][CH:7]=[CH:6][N:5]=3)=[CH:10][CH2:11]2)[O:16][CH2:15][CH2:14]1. The catalyst class is: 2. Reactant: [F:1][C:2]([F:21])([F:20])[C:3]1[C:4]([C:9]2(O)[CH2:18][CH2:17][C:12]3([O:16][CH2:15][CH2:14][O:13]3)[CH2:11][CH2:10]2)=[N:5][CH:6]=[CH:7][CH:8]=1.CCN(S(F)(F)F)CC.